From a dataset of Reaction yield outcomes from USPTO patents with 853,638 reactions. Predict the reaction yield, written as a fraction of the theoretical maximum amount of product (1.0 means a 100% yield; for example, 0.34 means a 34% yield). (1) The reactants are [CH2:1]([O:8][C:9]([N:11]1[CH2:19][C:18]2[C:13](=[CH:14][CH:15]=[C:16]([CH2:20]OS(C)(=O)=O)[CH:17]=2)[CH2:12]1)=[O:10])[C:2]1[CH:7]=[CH:6][CH:5]=[CH:4][CH:3]=1.C([O-])([O-])=O.[K+].[K+].[CH3:32][N:33]1[CH2:38][CH2:37][NH:36][CH2:35][CH2:34]1.[ClH:39].CO. The catalyst is CC(C)=O. The product is [ClH:39].[ClH:39].[CH2:1]([O:8][C:9]([N:11]1[CH2:19][C:18]2[C:13](=[CH:14][CH:15]=[C:16]([CH2:20][N:36]3[CH2:37][CH2:38][N:33]([CH3:32])[CH2:34][CH2:35]3)[CH:17]=2)[CH2:12]1)=[O:10])[C:2]1[CH:7]=[CH:6][CH:5]=[CH:4][CH:3]=1. The yield is 0.650. (2) The reactants are [Cl:1][C:2]1[N:7]=[C:6]([NH:8]C(=O)C(C)(C)C)[CH:5]=[C:4]([CH3:15])[CH:3]=1.[OH-].[Na+]. The yield is 0.820. The product is [Cl:1][C:2]1[N:7]=[C:6]([NH2:8])[CH:5]=[C:4]([CH3:15])[CH:3]=1. The catalyst is Cl. (3) The reactants are Cl.C([N:5]1[C:13]2[C:8](=[CH:9][C:10]([O:17][CH3:18])=[C:11]([N+:14]([O-:16])=[O:15])[CH:12]=2)[CH2:7][CH2:6]1)(=O)C. The catalyst is CO. The product is [CH3:18][O:17][C:10]1[CH:9]=[C:8]2[C:13](=[CH:12][C:11]=1[N+:14]([O-:16])=[O:15])[NH:5][CH2:6][CH2:7]2. The yield is 0.940.